Dataset: Reaction yield outcomes from USPTO patents with 853,638 reactions. Task: Predict the reaction yield, written as a fraction of the theoretical maximum amount of product (1.0 means a 100% yield; for example, 0.34 means a 34% yield). (1) The reactants are [CH3:1][C:2]1[S:10][C:5]2=[CH:6][N:7]=[CH:8][CH:9]=[C:4]2[C:3]=1[N+:11]([O-])=O.C(N(CC)CC)C.[Cl:21][C:22]([Cl:27])([Cl:26])[C:23](Cl)=[O:24]. The catalyst is CO.C(Cl)Cl.[Ni]. The product is [Cl:21][C:22]([Cl:27])([Cl:26])[C:23]([NH:11][C:3]1[C:4]2[C:5](=[CH:6][N:7]=[CH:8][CH:9]=2)[S:10][C:2]=1[CH3:1])=[O:24]. The yield is 0.420. (2) The reactants are [Br:1][C:2]1[CH:7]=[CH:6][C:5]([NH:8][C:9]2[C:10]([C:20](=[O:26])[CH2:21][O:22]COC)=[CH:11][C:12]3[N:16]([CH3:17])[CH:15]=[N:14][C:13]=3[C:18]=2[F:19])=[C:4]([Cl:27])[CH:3]=1.Cl.CO.C([O-])(O)=O.[Na+]. The catalyst is CCOC(C)=O.O. The product is [Br:1][C:2]1[CH:7]=[CH:6][C:5]([NH:8][C:9]2[C:10]([C:20](=[O:26])[CH2:21][OH:22])=[CH:11][C:12]3[N:16]([CH3:17])[CH:15]=[N:14][C:13]=3[C:18]=2[F:19])=[C:4]([Cl:27])[CH:3]=1. The yield is 0.540.